This data is from NCI-60 drug combinations with 297,098 pairs across 59 cell lines. The task is: Regression. Given two drug SMILES strings and cell line genomic features, predict the synergy score measuring deviation from expected non-interaction effect. (1) Drug 1: CCC1(CC2CC(C3=C(CCN(C2)C1)C4=CC=CC=C4N3)(C5=C(C=C6C(=C5)C78CCN9C7C(C=CC9)(C(C(C8N6C=O)(C(=O)OC)O)OC(=O)C)CC)OC)C(=O)OC)O.OS(=O)(=O)O. Drug 2: CC1=C(C(=CC=C1)Cl)NC(=O)C2=CN=C(S2)NC3=CC(=NC(=N3)C)N4CCN(CC4)CCO. Cell line: ACHN. Synergy scores: CSS=3.83, Synergy_ZIP=-2.00, Synergy_Bliss=1.90, Synergy_Loewe=-0.374, Synergy_HSA=1.72. (2) Drug 1: C1C(C(OC1N2C=NC3=C(N=C(N=C32)Cl)N)CO)O. Drug 2: C1=NC2=C(N=C(N=C2N1C3C(C(C(O3)CO)O)O)F)N. Cell line: SNB-19. Synergy scores: CSS=34.2, Synergy_ZIP=-0.0479, Synergy_Bliss=3.09, Synergy_Loewe=-7.99, Synergy_HSA=4.69. (3) Drug 1: CCN(CC)CCNC(=O)C1=C(NC(=C1C)C=C2C3=C(C=CC(=C3)F)NC2=O)C. Drug 2: C1=NNC2=C1C(=O)NC=N2. Cell line: SNB-19. Synergy scores: CSS=-0.0915, Synergy_ZIP=-1.52, Synergy_Bliss=-3.94, Synergy_Loewe=-4.13, Synergy_HSA=-4.09. (4) Drug 1: CC1=CC=C(C=C1)C2=CC(=NN2C3=CC=C(C=C3)S(=O)(=O)N)C(F)(F)F. Drug 2: C1=CN(C(=O)N=C1N)C2C(C(C(O2)CO)O)O.Cl. Cell line: OVCAR-8. Synergy scores: CSS=40.3, Synergy_ZIP=4.55, Synergy_Bliss=5.96, Synergy_Loewe=-4.15, Synergy_HSA=4.81. (5) Drug 1: CC1=C2C(C(=O)C3(C(CC4C(C3C(C(C2(C)C)(CC1OC(=O)C(C(C5=CC=CC=C5)NC(=O)OC(C)(C)C)O)O)OC(=O)C6=CC=CC=C6)(CO4)OC(=O)C)O)C)O. Drug 2: C1CCC(C(C1)N)N.C(=O)(C(=O)[O-])[O-].[Pt+4]. Cell line: HL-60(TB). Synergy scores: CSS=54.2, Synergy_ZIP=-1.13, Synergy_Bliss=-3.91, Synergy_Loewe=3.73, Synergy_HSA=2.34.